Predict the reaction yield, written as a fraction of the theoretical maximum amount of product (1.0 means a 100% yield; for example, 0.34 means a 34% yield). From a dataset of Reaction yield outcomes from USPTO patents with 853,638 reactions. (1) The reactants are [CH3:1][C:2]1[CH:7]=[C:6]([CH3:8])[N:5]=[C:4]([CH2:9][OH:10])[CH:3]=1. The catalyst is C(Cl)(Cl)Cl.[O-2].[O-2].[Mn+4]. The product is [CH3:1][C:2]1[CH:7]=[C:6]([CH3:8])[N:5]=[C:4]([CH:9]=[O:10])[CH:3]=1. The yield is 0.510. (2) The reactants are [NH2:1][C:2]1[NH:7][C:6](=[O:8])[N:5]([CH2:9][C:10]2[CH:15]=[CH:14][CH:13]=[CH:12][C:11]=2[F:16])[C:4](=[O:17])[C:3]=1[N:18]=O.S(S([O-])=O)([O-])=O.[Na+].[Na+]. The catalyst is O. The product is [NH2:18][C:3]1[C:4](=[O:17])[N:5]([CH2:9][C:10]2[CH:15]=[CH:14][CH:13]=[CH:12][C:11]=2[F:16])[C:6](=[O:8])[NH:7][C:2]=1[NH2:1]. The yield is 0.960. (3) The reactants are [NH2:1][C@@H:2]([CH2:5][O:6][CH2:7][C:8]1[CH:13]=[CH:12][CH:11]=[CH:10][CH:9]=1)[CH2:3][OH:4].CCN(CC)CC.Cl[C:22]1[C:27]([N+:28]([O-:30])=[O:29])=[CH:26][CH:25]=[C:24]([O:31][CH3:32])[N:23]=1. The catalyst is CCO. The product is [CH3:32][O:31][C:24]1[N:23]=[C:22]([NH:1][C@@H:2]([CH2:5][O:6][CH2:7][C:8]2[CH:13]=[CH:12][CH:11]=[CH:10][CH:9]=2)[CH2:3][OH:4])[C:27]([N+:28]([O-:30])=[O:29])=[CH:26][CH:25]=1. The yield is 1.15. (4) The reactants are CC1(C)C(C)(C)OB([C:9]2[CH:10]=[N:11][N:12]([CH:14]3[CH2:19][CH2:18][N:17]([C:20]([O:22][C:23]([CH3:26])([CH3:25])[CH3:24])=[O:21])[CH2:16][CH2:15]3)[CH:13]=2)O1.[F:28][C:29]1[CH:30]=[C:31]([NH:55]C(C2C(=O)N(C3C=CC(F)=CC=3)N=CC=2)=O)[CH:32]=[CH:33][C:34]=1[O:35][C:36]1[CH:41]=[CH:40][N:39]=[C:38]2[N:42]([CH2:46][C:47]3[CH:52]=[CH:51][C:50]([O:53][CH3:54])=[CH:49][CH:48]=3)[N:43]=[C:44](I)[C:37]=12.C(=O)([O-])[O-].[K+].[K+]. The catalyst is C1C=CC([P]([Pd]([P](C2C=CC=CC=2)(C2C=CC=CC=2)C2C=CC=CC=2)([P](C2C=CC=CC=2)(C2C=CC=CC=2)C2C=CC=CC=2)[P](C2C=CC=CC=2)(C2C=CC=CC=2)C2C=CC=CC=2)(C2C=CC=CC=2)C2C=CC=CC=2)=CC=1. The product is [NH2:55][C:31]1[CH:32]=[CH:33][C:34]([O:35][C:36]2[CH:41]=[CH:40][N:39]=[C:38]3[N:42]([CH2:46][C:47]4[CH:52]=[CH:51][C:50]([O:53][CH3:54])=[CH:49][CH:48]=4)[N:43]=[C:44]([C:9]4[CH:10]=[N:11][N:12]([CH:14]5[CH2:15][CH2:16][N:17]([C:20]([O:22][C:23]([CH3:24])([CH3:25])[CH3:26])=[O:21])[CH2:18][CH2:19]5)[CH:13]=4)[C:37]=23)=[C:29]([F:28])[CH:30]=1. The yield is 0.320. (5) The reactants are [NH2:1][C:2]([NH:4][C:5]1[N:14]=[CH:13][C:12]2[CH:11]=[CH:10][C:9]3[C:15]([C:19]([O:21]CC)=O)=[N:16][N:17]([CH3:18])[C:8]=3[C:7]=2[N:6]=1)=[O:3].CO.C[N:27](C)C=O.[OH-].[NH4+]. No catalyst specified. The product is [NH2:1][C:2]([NH:4][C:5]1[N:14]=[CH:13][C:12]2[CH:11]=[CH:10][C:9]3[C:15]([C:19]([NH2:27])=[O:21])=[N:16][N:17]([CH3:18])[C:8]=3[C:7]=2[N:6]=1)=[O:3]. The yield is 0.500.